From a dataset of Full USPTO retrosynthesis dataset with 1.9M reactions from patents (1976-2016). Predict the reactants needed to synthesize the given product. (1) Given the product [F:1]/[C:2](=[C:5](/[C:7]1[CH:16]=[C:15]2[C:10]([C:11]([CH3:21])([CH3:20])[CH2:12][CH:13]=[C:14]2[CH:17]([CH3:19])[CH3:18])=[CH:9][C:8]=1[O:22][CH2:23][CH2:24][CH3:25])\[CH3:6])/[CH:3]=[O:4], predict the reactants needed to synthesize it. The reactants are: [F:1]/[C:2](=[C:5](/[C:7]1[CH:16]=[C:15]2[C:10]([C:11]([CH3:21])([CH3:20])[CH2:12][CH:13]=[C:14]2[CH:17]([CH3:19])[CH3:18])=[CH:9][C:8]=1[O:22][CH2:23][CH2:24][CH3:25])\[CH3:6])/[CH2:3][OH:4].C[N+]1([O-])CCOCC1.ClCCl. (2) Given the product [F:36][C:33]1[CH:34]=[C:35]2[C:30]([CH2:29][CH2:28][N:27]2[CH:24]2[CH2:25][CH2:26][N:21]([C:18]3[N:19]=[N:20][C:15]([C:8]4[CH:9]=[CH:10][C:5]([C:3]([NH:2][CH3:1])=[O:4])=[N:6][CH:7]=4)=[CH:16][CH:17]=3)[CH2:22][CH2:23]2)=[CH:31][CH:32]=1, predict the reactants needed to synthesize it. The reactants are: [CH3:1][NH:2][C:3]([C:5]1[CH:10]=[CH:9][C:8](B(O)O)=[CH:7][N:6]=1)=[O:4].Cl[C:15]1[N:20]=[N:19][C:18]([N:21]2[CH2:26][CH2:25][CH:24]([N:27]3[C:35]4[C:30](=[CH:31][CH:32]=[C:33]([F:36])[CH:34]=4)[CH2:29][CH2:28]3)[CH2:23][CH2:22]2)=[CH:17][CH:16]=1. (3) Given the product [CH2:1]([O:8][C:9]([N:11]1[CH2:15][CH:14]2[C:16]([CH2:21][O:22][CH2:23][C:24]3[CH:29]=[CH:28][CH:27]=[CH:26][CH:25]=3)([OH:19])[CH2:17][CH2:18][CH:13]2[CH2:12]1)=[O:10])[C:2]1[CH:7]=[CH:6][CH:5]=[CH:4][CH:3]=1, predict the reactants needed to synthesize it. The reactants are: [CH2:1]([O:8][C:9]([N:11]1[CH2:15][CH:14]2[C:16](=[O:19])[CH2:17][CH2:18][CH:13]2[CH2:12]1)=[O:10])[C:2]1[CH:7]=[CH:6][CH:5]=[CH:4][CH:3]=1.Cl[CH2:21][O:22][CH2:23][C:24]1[CH:29]=[CH:28][CH:27]=[CH:26][CH:25]=1.[I-].[Sm+3].[I-].[I-]. (4) Given the product [NH2:31][C:27]1([C:24]2[CH:25]=[CH:26][C:21]([C:12]3[C:13]([C:15]4[CH:16]=[CH:17][CH:18]=[CH:19][CH:20]=4)=[CH:14][C:5]4[N:4]([CH2:3][CH2:2][OH:1])[C:9](=[O:10])[CH2:8][O:7][C:6]=4[N:11]=3)=[CH:22][CH:23]=2)[CH2:28][CH2:29][CH2:30]1, predict the reactants needed to synthesize it. The reactants are: [OH:1][CH2:2][CH2:3][N:4]1[C:9](=[O:10])[CH2:8][O:7][C:6]2[N:11]=[C:12]([C:21]3[CH:26]=[CH:25][C:24]([C:27]4([NH:31]C(=O)OC(C)(C)C)[CH2:30][CH2:29][CH2:28]4)=[CH:23][CH:22]=3)[C:13]([C:15]3[CH:20]=[CH:19][CH:18]=[CH:17][CH:16]=3)=[CH:14][C:5]1=2.Cl. (5) Given the product [I:3][C:4]1[C:9]([O:10][CH3:18])=[C:8]([CH2:11][CH2:12][CH2:13][CH2:14][O:15][CH3:16])[CH:7]=[C:6]([I:17])[N:5]=1, predict the reactants needed to synthesize it. The reactants are: [OH-].[Na+].[I:3][C:4]1[C:9]([OH:10])=[C:8]([CH2:11][CH2:12][CH2:13][CH2:14][O:15][CH3:16])[CH:7]=[C:6]([I:17])[N:5]=1.[CH3:18]I.O. (6) Given the product [Cl:22][C:5]1[CH:6]=[C:7]([C:9]([C:11]2[CH:20]=[C:19]([CH3:21])[C:14]3[NH:15][C:16](=[O:18])[O:17][C:13]=3[CH:12]=2)=[O:10])[CH:8]=[C:3]([O:24][CH3:23])[N:4]=1, predict the reactants needed to synthesize it. The reactants are: [Na].Cl[C:3]1[CH:8]=[C:7]([C:9]([C:11]2[CH:20]=[C:19]([CH3:21])[C:14]3[NH:15][C:16](=[O:18])[O:17][C:13]=3[CH:12]=2)=[O:10])[CH:6]=[C:5]([Cl:22])[N:4]=1.[CH3:23][OH:24]. (7) Given the product [C:46]1([CH2:52][CH2:53][C:54]2[NH:58][CH:57]=[C:56]([C:8]([NH:10][C@@H:11]([C:13]([NH:15][C@H:16]3[CH2:20][C:19](=[O:21])[O:18][C@@H:17]3[O:22][CH2:23][C:24]3[CH:25]=[CH:26][CH:27]=[CH:28][CH:29]=3)=[O:14])[CH3:12])=[O:9])[N:55]=2)[CH:47]=[CH:48][CH:49]=[CH:50][CH:51]=1, predict the reactants needed to synthesize it. The reactants are: [K+].[Br-].C(O[C:8]([NH:10][C@@H:11]([C:13]([NH:15][C@H:16]1[CH2:20][C:19](=[O:21])[O:18][C@@H:17]1[O:22][CH2:23][C:24]1[CH:29]=[CH:28][CH:27]=[CH:26][CH:25]=1)=[O:14])[CH3:12])=[O:9])(C)(C)C.FC(F)(F)C(O)=O.C(N(C(C)C)CC)(C)C.[C:46]1([CH2:52][CH2:53][C:54]2[NH:55][CH:56]=[C:57](C(O)=O)[N:58]=2)[CH:51]=[CH:50][CH:49]=[CH:48][CH:47]=1.Cl.CN(C)CCCN=C=NCC.OC1C2N=NNC=2C=CC=1.